Dataset: Full USPTO retrosynthesis dataset with 1.9M reactions from patents (1976-2016). Task: Predict the reactants needed to synthesize the given product. (1) The reactants are: [CH2:1]([N:8]([CH3:13])[CH2:9][C:10]([CH3:12])=[O:11])[C:2]1[CH:7]=[CH:6][CH:5]=[CH:4][CH:3]=1.[BH4-].[Na+]. Given the product [CH2:1]([N:8]([CH3:13])[CH2:9][CH:10]([OH:11])[CH3:12])[C:2]1[CH:7]=[CH:6][CH:5]=[CH:4][CH:3]=1, predict the reactants needed to synthesize it. (2) The reactants are: CN(C)CCNCCNC1C=CC([N+]([O-])=O)=CN=1.[N:19]1([CH2:25][CH2:26][N:27]([CH2:40][CH2:41][NH:42][C:43]2[CH:48]=[CH:47][C:46]([N+:49]([O-:51])=[O:50])=[CH:45][N:44]=2)S(C2C=CC=CC=2[N+]([O-])=O)(=O)=O)[CH2:24][CH2:23][O:22][CH2:21][CH2:20]1. Given the product [N:19]1([CH2:25][CH2:26][NH:27][CH2:40][CH2:41][NH:42][C:43]2[CH:48]=[CH:47][C:46]([N+:49]([O-:51])=[O:50])=[CH:45][N:44]=2)[CH2:24][CH2:23][O:22][CH2:21][CH2:20]1, predict the reactants needed to synthesize it. (3) The reactants are: [C:1]1([CH3:11])[CH:6]=CC(S(O)(=O)=O)=C[CH:2]=1.[NH2:12][CH:13]([C:16]#[N:17])[C:14]#[N:15].C[CH2:19][N:20](CC)CC.C(OCC)(OCC)OCC.C(N)C(C)C. Given the product [NH2:15][C:14]1[N:20]([CH2:6][CH:1]([CH3:2])[CH3:11])[CH:19]=[N:12][C:13]=1[C:16]#[N:17], predict the reactants needed to synthesize it. (4) Given the product [F:21][C:18]([F:19])([F:20])[C:15]1[CH:14]=[CH:13][C:12]([C@@H:8]2[CH2:7][CH:6]([CH2:2][C:3]([O:5][CH3:36])=[O:4])[CH2:11][CH2:10][N:9]2[CH:26]([CH2:27][CH2:28][C:29]([F:32])([F:31])[F:30])[CH2:25][CH2:24][C:23]([F:35])([F:34])[F:22])=[CH:17][CH:16]=1, predict the reactants needed to synthesize it. The reactants are: C[CH:2]([C@@H:6]1[CH2:11][CH2:10][NH:9][C@H:8]([C:12]2[CH:17]=[CH:16][C:15]([C:18]([F:21])([F:20])[F:19])=[CH:14][CH:13]=2)[CH2:7]1)[C:3]([O-:5])=[O:4].[F:22][C:23]([F:35])([F:34])[CH2:24][CH2:25][C:26](=O)[CH2:27][CH2:28][C:29]([F:32])([F:31])[F:30].[CH2:36](N(CC)CC)C.[BH3-]C#N.[Na+]. (5) Given the product [NH2:12][C:11]1[CH:10]=[CH:9][C:4]([C:5]([O:7][CH3:8])=[O:6])=[CH:3][C:2]=1[F:1], predict the reactants needed to synthesize it. The reactants are: [F:1][C:2]1[CH:3]=[C:4]([CH:9]=[CH:10][C:11]=1[N+:12]([O-])=O)[C:5]([O:7][CH3:8])=[O:6].CCO. (6) Given the product [CH3:27][C:17]1[CH:22]=[CH:21][C:20]([S:23]([O:16][CH2:15][CH:12]2[CH2:13][O:14][C:9]3[CH:8]=[CH:7][C:5]4[N:6]=[C:2]([CH3:1])[O:3][C:4]=4[C:10]=3[O:11]2)(=[O:25])=[O:24])=[CH:19][CH:18]=1, predict the reactants needed to synthesize it. The reactants are: [CH3:1][C:2]1[O:3][C:4]2[C:10]3[O:11][C@@H:12]([CH2:15][OH:16])[CH2:13][O:14][C:9]=3[CH:8]=[CH:7][C:5]=2[N:6]=1.[C:17]1([CH3:27])[CH:22]=[CH:21][C:20]([S:23](Cl)(=[O:25])=[O:24])=[CH:19][CH:18]=1.C(N(C(C)C)CC)(C)C.